From a dataset of Forward reaction prediction with 1.9M reactions from USPTO patents (1976-2016). Predict the product of the given reaction. (1) The product is: [C:5]1([C:21]2[CH:26]=[CH:25][CH:24]=[CH:23][CH:22]=2)[CH:6]=[CH:7][C:2]([C:1]([CH2:9][CH2:10][CH2:11][CH2:12][CH2:13][CH2:14][C:15]([O:17][CH2:18][CH3:19])=[O:16])=[O:8])=[CH:3][CH:4]=1. Given the reactants [C:1]([CH2:9][CH2:10][CH2:11][CH2:12][CH2:13][CH2:14][C:15]([O:17][CH2:18][CH3:19])=[O:16])(=[O:8])[C:2]1[CH:7]=[CH:6][CH:5]=[CH:4][CH:3]=1.C(Cl)(=O)[C:21]1[CH:26]=[CH:25][CH:24]=[CH:23][CH:22]=1, predict the reaction product. (2) Given the reactants Cl[C:2]1[C:11]2[C:6](=[CH:7][CH:8]=[CH:9][CH:10]=2)[N:5]=[CH:4][CH:3]=1.[NH2:12][C:13]1[CH:18]=[CH:17][CH:16]=[CH:15][CH:14]=1, predict the reaction product. The product is: [C:13]1([NH:12][C:2]2[C:11]3[C:6](=[CH:7][CH:8]=[CH:9][CH:10]=3)[N:5]=[CH:4][CH:3]=2)[CH:18]=[CH:17][CH:16]=[CH:15][CH:14]=1. (3) Given the reactants [NH2:1][C:2]1[C:11]([C:12]2[CH:17]=[CH:16][C:15]([N+:18]([O-:20])=[O:19])=[CH:14][CH:13]=2)=[N:10][C:9](Br)=[CH:8][C:3]=1[C:4]([O:6][CH3:7])=[O:5].[F:22][C:23]([F:34])([F:33])[C:24]1[CH:25]=[C:26](B(O)O)[CH:27]=[CH:28][CH:29]=1.[O-]P([O-])([O-])=O.[K+].[K+].[K+].C1(P(C2CCCCC2)C2C=CC=CC=2C2C(C(C)C)=CC(C(C)C)=CC=2C(C)C)CCCCC1, predict the reaction product. The product is: [NH2:1][C:2]1[C:11]([C:12]2[CH:17]=[CH:16][C:15]([N+:18]([O-:20])=[O:19])=[CH:14][CH:13]=2)=[N:10][C:9]([C:28]2[CH:27]=[CH:26][CH:25]=[C:24]([C:23]([F:34])([F:33])[F:22])[CH:29]=2)=[CH:8][C:3]=1[C:4]([O:6][CH3:7])=[O:5]. (4) Given the reactants [CH3:1][C:2]1([CH3:16])[NH:6][C:5](=[O:7])[N:4](CN2CCOCC2)[C:3]1=[O:15].N([CH2:20][CH2:21][CH2:22][CH2:23]CC)=C=O, predict the reaction product. The product is: [CH3:1][C:2]1([CH3:16])[NH:6][C:5](=[O:7])[NH:4][C:3]1=[O:15].[CH2:2]([C:3]([NH2:4])=[O:15])[CH2:16][CH2:20][CH2:21][CH2:22][CH3:23]. (5) Given the reactants [CH2:1]([O:3][C:4]([C:6]1[NH:7][C:8]2[C:13]([C:14]=1[CH2:15][C:16]1[C:25]3[C:20](=[CH:21][CH:22]=[CH:23][CH:24]=3)[CH:19]=[CH:18][CH:17]=1)=[CH:12][CH:11]=[CH:10][CH:9]=2)=[O:5])[CH3:2].[H-].[Na+], predict the reaction product. The product is: [CH2:1]([O:3][C:4]([C:6]1[N:7]([CH2:6][C:4]([O:3][CH2:1][CH3:2])=[O:5])[C:8]2[C:13]([C:14]=1[CH2:15][C:16]1[C:25]3[C:20](=[CH:21][CH:22]=[CH:23][CH:24]=3)[CH:19]=[CH:18][CH:17]=1)=[CH:12][CH:11]=[CH:10][CH:9]=2)=[O:5])[CH3:2]. (6) Given the reactants [N:1]1[CH:6]=[CH:5][C:4]([CH2:7]O)=[CH:3][CH:2]=1.[BrH:9], predict the reaction product. The product is: [BrH:9].[Br:9][CH2:7][C:4]1[CH:5]=[CH:6][N:1]=[CH:2][CH:3]=1.